From a dataset of Full USPTO retrosynthesis dataset with 1.9M reactions from patents (1976-2016). Predict the reactants needed to synthesize the given product. (1) The reactants are: C(Cl)(=O)C(Cl)=O.[CH:7]1([C@@H:13]2[CH2:15][C@@:14]2([C:19]2[CH:24]=[CH:23][C:22]([S:25]([CH:28]3[CH2:30][CH2:29]3)(=[O:27])=[O:26])=[CH:21][CH:20]=2)[C:16]([OH:18])=O)[CH2:12][CH2:11][CH2:10][CH2:9][CH2:8]1.C(N(CC)CC)C.S([O-])([O-])(=O)=O.[Na+].[Na+].[N:45]1([CH2:50][CH2:51][S:52][C:53]2[S:57][C:56]([NH2:58])=[N:55][CH:54]=2)[CH2:49][CH2:48][CH2:47][CH2:46]1. Given the product [N:45]1([CH2:50][CH2:51][S:52][C:53]2[S:57][C:56]([NH:58][C:16]([C@:14]3([C:19]4[CH:20]=[CH:21][C:22]([S:25]([CH:28]5[CH2:29][CH2:30]5)(=[O:26])=[O:27])=[CH:23][CH:24]=4)[CH2:15][C@H:13]3[CH:7]3[CH2:8][CH2:9][CH2:10][CH2:11][CH2:12]3)=[O:18])=[N:55][CH:54]=2)[CH2:49][CH2:48][CH2:47][CH2:46]1, predict the reactants needed to synthesize it. (2) Given the product [CH:16]1[C:17]2[C:22](=[CH:21][CH:20]=[CH:19][CH:18]=2)[CH:23]=[CH:24][C:15]=1[C:13]([NH:12][CH2:11][CH2:10][NH:9][C:7]([C:6]1[CH:25]=[CH:26][C:3]([NH:2][CH:35]2[CH2:37][CH2:38][CH:32]([C:30]([O:29][CH2:28][CH3:27])=[O:31])[CH2:33][CH2:34]2)=[CH:4][CH:5]=1)=[O:8])=[O:14], predict the reactants needed to synthesize it. The reactants are: Cl.[NH2:2][C:3]1[CH:26]=[CH:25][C:6]([C:7]([NH:9][CH2:10][CH2:11][NH:12][C:13]([C:15]2[CH:24]=[CH:23][C:22]3[C:17](=[CH:18][CH:19]=[CH:20][CH:21]=3)[CH:16]=2)=[O:14])=[O:8])=[CH:5][CH:4]=1.[CH3:27][CH2:28][O:29][C:30]([CH:32]1[CH2:38][CH2:37][C:35](=O)[CH2:34][CH2:33]1)=[O:31].C([O-])(=O)C.[Na+].C(O[BH-](OC(=O)C)OC(=O)C)(=O)C.[Na+].C(=O)([O-])O.[Na+]. (3) Given the product [Br:29][C:27]1[C:5]2[N:6]=[C:7]([C:9]3[C:10]([NH2:26])=[N:11][CH:12]=[C:13]([C:15]4[CH:16]=[N:17][N:18]([CH:20]5[CH2:25][CH2:24][NH:23][CH2:22][CH2:21]5)[CH:19]=4)[CH:14]=3)[S:8][C:4]=2[CH:3]=[CH:2][CH:28]=1, predict the reactants needed to synthesize it. The reactants are: F[C:2]1[CH:28]=[CH:27][C:5]2[N:6]=[C:7]([C:9]3[C:10]([NH2:26])=[N:11][CH:12]=[C:13]([C:15]4[CH:16]=[N:17][N:18]([CH:20]5[CH2:25][CH2:24][NH:23][CH2:22][CH2:21]5)[CH:19]=4)[CH:14]=3)[S:8][C:4]=2[CH:3]=1.[Br:29]C1C2N=C(Cl)SC=2C=CC=1.